From a dataset of Reaction yield outcomes from USPTO patents with 853,638 reactions. Predict the reaction yield, written as a fraction of the theoretical maximum amount of product (1.0 means a 100% yield; for example, 0.34 means a 34% yield). (1) The reactants are [CH3:1][C:2]1[CH:7]=[CH:6][C:5]([C:8]2(C(C3CCCCO3)=O)[C:16]3[C:11](=[CH:12][CH:13]=[C:14]([C:17]4[N:21]=[CH:20][N:19](C5C=CC(C)=C(C)C=5C)[N:18]=4)[CH:15]=3)[NH:10][NH:9]2)=[CH:4][CH:3]=1.[OH-].[Na+]. The catalyst is Cl.O1CCOCC1. The product is [CH3:1][C:2]1[CH:7]=[CH:6][C:5]([C:8]2[C:16]3[C:11](=[CH:12][CH:13]=[C:14]([C:17]4[N:21]=[CH:20][NH:19][N:18]=4)[CH:15]=3)[NH:10][N:9]=2)=[CH:4][CH:3]=1. The yield is 0.400. (2) The reactants are C[O:2][C:3]1[C:11]2[O:10][C:9]([CH3:13])([CH3:12])[C:8](=[O:14])[C:7]=2[C:6]([CH3:15])=[CH:5][C:4]=1[CH3:16].Br.O.C(=O)(O)[O-].[Na+]. The catalyst is C(O)(=O)C. The product is [OH:2][C:3]1[C:11]2[O:10][C:9]([CH3:12])([CH3:13])[C:8](=[O:14])[C:7]=2[C:6]([CH3:15])=[CH:5][C:4]=1[CH3:16]. The yield is 0.950. (3) The reactants are N(OC(C)(C)C)=O.[NH2:8][C:9]1[CH:10]=[C:11]2[C:15](=[CH:16][CH:17]=1)[NH:14][N:13]=[CH:12]2.C[Si]([N:22]=[N+:23]=[N-])(C)C. The catalyst is CC#N. The product is [N:8]([C:9]1[CH:10]=[C:11]2[C:15](=[CH:16][CH:17]=1)[NH:14][N:13]=[CH:12]2)=[N+:22]=[N-:23]. The yield is 0.760. (4) The reactants are [NH2:1][C:2]1[N:3]([CH3:22])[C:4](=[O:21])[C@:5]2([N:20]=1)[C:14]1[CH:13]=[C:12](Br)[CH:11]=[CH:10][C:9]=1[O:8][C@H:7]1[CH2:16][CH2:17][O:18][CH2:19][C@H:6]21.[C:23]([C:25]1[CH:26]=[C:27](B(O)O)[CH:28]=[CH:29][CH:30]=1)#[N:24]. No catalyst specified. The product is [NH2:1][C:2]1[N:3]([CH3:22])[C:4](=[O:21])[C@:5]2([N:20]=1)[C:14]1[CH:13]=[C:12]([C:29]3[CH:30]=[C:25]([CH:26]=[CH:27][CH:28]=3)[C:23]#[N:24])[CH:11]=[CH:10][C:9]=1[O:8][C@H:7]1[CH2:16][CH2:17][O:18][CH2:19][C@H:6]21. The yield is 0.630. (5) The reactants are [Cl:1][C:2]1[C:7]([C:8]2[N:9]=[C:10]([N:20]3[CH2:25][CH2:24][O:23][CH2:22][CH2:21]3)[S:11][C:12]=2[C:13]2[CH:18]=[CH:17][N:16]=[C:15](Cl)[N:14]=2)=[CH:6][CH:5]=[CH:4][C:3]=1[NH:26][S:27]([C:30]1[CH:35]=[C:34]([F:36])[CH:33]=[CH:32][C:31]=1[F:37])(=[O:29])=[O:28].[CH3:38][Zn]C.C1(C)C=CC=CC=1. The product is [Cl:1][C:2]1[C:7]([C:8]2[N:9]=[C:10]([N:20]3[CH2:21][CH2:22][O:23][CH2:24][CH2:25]3)[S:11][C:12]=2[C:13]2[CH:18]=[CH:17][N:16]=[C:15]([CH3:38])[N:14]=2)=[CH:6][CH:5]=[CH:4][C:3]=1[NH:26][S:27]([C:30]1[CH:35]=[C:34]([F:36])[CH:33]=[CH:32][C:31]=1[F:37])(=[O:29])=[O:28]. The catalyst is O1CCOCC1.C1C=CC(P(C2C=CC=CC=2)[C-]2C=CC=C2)=CC=1.C1C=CC(P(C2C=CC=CC=2)[C-]2C=CC=C2)=CC=1.Cl[Pd]Cl.[Fe+2]. The yield is 0.131.